The task is: Predict the reactants needed to synthesize the given product.. This data is from Retrosynthesis with 50K atom-mapped reactions and 10 reaction types from USPTO. (1) Given the product COc1cc(Nc2nc3c(s2)CCCC3c2ccc(Cl)cc2Cl)ccc1-n1cnc(C)c1, predict the reactants needed to synthesize it. The reactants are: COc1cc(NC(N)=S)ccc1-n1cnc(C)c1.O=C1C(Br)CCCC1c1ccc(Cl)cc1Cl. (2) Given the product CCCCc1nc2c(N)nc3cccnc3c2n1CCCCNC(=O)Cn1cc(C)c(O)nc1=O, predict the reactants needed to synthesize it. The reactants are: CCCCc1nc2c(N)nc3cccnc3c2n1CCCCN.Cc1cn(CC(=O)O)c(=O)nc1O. (3) Given the product NNc1ncc(F)cc1F, predict the reactants needed to synthesize it. The reactants are: Fc1cnc(F)c(F)c1.NN. (4) Given the product COC(=O)CC1CCC(c2ccc(N3CCc4nc(C)nc(N)c4C3=O)cc2)CC1, predict the reactants needed to synthesize it. The reactants are: COC(=O)CC1CC=C(c2ccc(N3CCc4nc(C)nc(N)c4C3=O)cc2)CC1. (5) Given the product CC(=O)Nc1cc(-c2cc(C(=O)O)c(Br)o2)c(C)cn1, predict the reactants needed to synthesize it. The reactants are: CCOC(=O)c1cc(-c2cc(NC(C)=O)ncc2C)oc1Br. (6) Given the product O=C(O)c1ccc2c(c1)C(SCCN1CCN(c3ccccc3)CC1)c1ccccc1CO2, predict the reactants needed to synthesize it. The reactants are: COC(=O)c1ccc2c(c1)C(SCCN1CCN(c3ccccc3)CC1)c1ccccc1CO2.